This data is from NCI-60 drug combinations with 297,098 pairs across 59 cell lines. The task is: Regression. Given two drug SMILES strings and cell line genomic features, predict the synergy score measuring deviation from expected non-interaction effect. (1) Drug 1: C1CCC(C1)C(CC#N)N2C=C(C=N2)C3=C4C=CNC4=NC=N3. Drug 2: CS(=O)(=O)CCNCC1=CC=C(O1)C2=CC3=C(C=C2)N=CN=C3NC4=CC(=C(C=C4)OCC5=CC(=CC=C5)F)Cl. Cell line: SK-MEL-5. Synergy scores: CSS=-21.2, Synergy_ZIP=13.0, Synergy_Bliss=2.86, Synergy_Loewe=-18.6, Synergy_HSA=-16.8. (2) Drug 1: CS(=O)(=O)C1=CC(=C(C=C1)C(=O)NC2=CC(=C(C=C2)Cl)C3=CC=CC=N3)Cl. Drug 2: CC1C(C(CC(O1)OC2CC(CC3=C2C(=C4C(=C3O)C(=O)C5=C(C4=O)C(=CC=C5)OC)O)(C(=O)CO)O)N)O.Cl. Cell line: HOP-92. Synergy scores: CSS=40.0, Synergy_ZIP=-3.40, Synergy_Bliss=-8.26, Synergy_Loewe=-8.08, Synergy_HSA=-4.58. (3) Drug 1: CC1C(C(=O)NC(C(=O)N2CCCC2C(=O)N(CC(=O)N(C(C(=O)O1)C(C)C)C)C)C(C)C)NC(=O)C3=C4C(=C(C=C3)C)OC5=C(C(=O)C(=C(C5=N4)C(=O)NC6C(OC(=O)C(N(C(=O)CN(C(=O)C7CCCN7C(=O)C(NC6=O)C(C)C)C)C)C(C)C)C)N)C. Drug 2: C(=O)(N)NO. Cell line: RPMI-8226. Synergy scores: CSS=40.9, Synergy_ZIP=2.87, Synergy_Bliss=-0.242, Synergy_Loewe=-39.7, Synergy_HSA=-9.09. (4) Drug 1: CNC(=O)C1=CC=CC=C1SC2=CC3=C(C=C2)C(=NN3)C=CC4=CC=CC=N4. Drug 2: CCC1=CC2CC(C3=C(CN(C2)C1)C4=CC=CC=C4N3)(C5=C(C=C6C(=C5)C78CCN9C7C(C=CC9)(C(C(C8N6C)(C(=O)OC)O)OC(=O)C)CC)OC)C(=O)OC.C(C(C(=O)O)O)(C(=O)O)O. Cell line: A549. Synergy scores: CSS=48.9, Synergy_ZIP=8.16, Synergy_Bliss=6.84, Synergy_Loewe=2.01, Synergy_HSA=7.82. (5) Drug 1: CNC(=O)C1=CC=CC=C1SC2=CC3=C(C=C2)C(=NN3)C=CC4=CC=CC=N4. Drug 2: CC1CCC2CC(C(=CC=CC=CC(CC(C(=O)C(C(C(=CC(C(=O)CC(OC(=O)C3CCCCN3C(=O)C(=O)C1(O2)O)C(C)CC4CCC(C(C4)OC)O)C)C)O)OC)C)C)C)OC. Cell line: 786-0. Synergy scores: CSS=35.5, Synergy_ZIP=2.64, Synergy_Bliss=3.96, Synergy_Loewe=-9.65, Synergy_HSA=3.73. (6) Drug 1: CC1=C(C=C(C=C1)C(=O)NC2=CC(=CC(=C2)C(F)(F)F)N3C=C(N=C3)C)NC4=NC=CC(=N4)C5=CN=CC=C5. Drug 2: CC=C1C(=O)NC(C(=O)OC2CC(=O)NC(C(=O)NC(CSSCCC=C2)C(=O)N1)C(C)C)C(C)C. Cell line: HCC-2998. Synergy scores: CSS=44.8, Synergy_ZIP=7.11, Synergy_Bliss=5.10, Synergy_Loewe=-68.3, Synergy_HSA=-3.50. (7) Drug 1: COC1=NC(=NC2=C1N=CN2C3C(C(C(O3)CO)O)O)N. Drug 2: CC1CCC2CC(C(=CC=CC=CC(CC(C(=O)C(C(C(=CC(C(=O)CC(OC(=O)C3CCCCN3C(=O)C(=O)C1(O2)O)C(C)CC4CCC(C(C4)OC)OCCO)C)C)O)OC)C)C)C)OC. Cell line: HCT-15. Synergy scores: CSS=-9.16, Synergy_ZIP=3.65, Synergy_Bliss=-2.48, Synergy_Loewe=-10.4, Synergy_HSA=-10.2. (8) Drug 1: CS(=O)(=O)C1=CC(=C(C=C1)C(=O)NC2=CC(=C(C=C2)Cl)C3=CC=CC=N3)Cl. Drug 2: CC1=C(N=C(N=C1N)C(CC(=O)N)NCC(C(=O)N)N)C(=O)NC(C(C2=CN=CN2)OC3C(C(C(C(O3)CO)O)O)OC4C(C(C(C(O4)CO)O)OC(=O)N)O)C(=O)NC(C)C(C(C)C(=O)NC(C(C)O)C(=O)NCCC5=NC(=CS5)C6=NC(=CS6)C(=O)NCCC[S+](C)C)O. Cell line: SK-MEL-5. Synergy scores: CSS=-1.86, Synergy_ZIP=-2.01, Synergy_Bliss=-3.39, Synergy_Loewe=-11.6, Synergy_HSA=-6.45. (9) Drug 1: CN(C(=O)NC(C=O)C(C(C(CO)O)O)O)N=O. Drug 2: C1CCC(C(C1)N)N.C(=O)(C(=O)[O-])[O-].[Pt+4]. Cell line: SK-MEL-2. Synergy scores: CSS=-13.3, Synergy_ZIP=0.332, Synergy_Bliss=-8.92, Synergy_Loewe=-35.5, Synergy_HSA=-21.4. (10) Drug 1: C1=CC(=C2C(=C1NCCNCCO)C(=O)C3=C(C=CC(=C3C2=O)O)O)NCCNCCO. Drug 2: CC1=C(C(=O)C2=C(C1=O)N3CC4C(C3(C2COC(=O)N)OC)N4)N. Cell line: SF-268. Synergy scores: CSS=58.8, Synergy_ZIP=10.4, Synergy_Bliss=12.8, Synergy_Loewe=2.79, Synergy_HSA=14.5.